From a dataset of Full USPTO retrosynthesis dataset with 1.9M reactions from patents (1976-2016). Predict the reactants needed to synthesize the given product. (1) Given the product [CH:13]1[C:22]2[C:17](=[CH:18][CH:19]=[CH:20][CH:21]=2)[CH:16]=[CH:15][C:14]=1[S:23]([N:26]1[CH2:31][CH2:30][CH2:29][CH:28]([C:32]([N:10]2[CH2:9][CH2:8][N:7]([C:4]3[CH:5]=[CH:6][N:1]=[CH:2][CH:3]=3)[CH2:12][CH2:11]2)=[O:33])[CH2:27]1)(=[O:24])=[O:25], predict the reactants needed to synthesize it. The reactants are: [N:1]1[CH:6]=[CH:5][C:4]([N:7]2[CH2:12][CH2:11][NH:10][CH2:9][CH2:8]2)=[CH:3][CH:2]=1.[CH:13]1[C:22]2[C:17](=[CH:18][CH:19]=[CH:20][CH:21]=2)[CH:16]=[CH:15][C:14]=1[S:23]([N:26]1[CH2:31][CH2:30][CH2:29][CH:28]([C:32](O)=[O:33])[CH2:27]1)(=[O:25])=[O:24]. (2) Given the product [CH3:10][N:9]1[CH2:17][CH:18]=[C:19]([C:20]2[CH:21]=[CH:22][CH:23]=[CH:24][CH:25]=2)[CH2:6][CH2:7]1, predict the reactants needed to synthesize it. The reactants are: CCCC([C:6]1(CC)C(=O)N[C:10](=O)[NH:9][C:7]1=O)C.[CH3:17][CH2:18][CH2:19][C:20]1[C:25](O)=[C:24](C(C)=O)[CH:23]=[CH:22][C:21]=1OCCCOC1C=CC(OCC(O)=O)=CC=1.CC1C=C(SCC2SC(C3C=CC(C(F)(F)F)=CC=3)=NC=2C)C=CC=1OCC(O)=O. (3) Given the product [N:1]1[CH:6]=[CH:5][C:4]([CH2:7][C:8]2[C:9]3[CH2:10][CH2:11][CH2:12][CH2:13][C:14]=3[C:15](=[O:16])[NH:20][N:19]=2)=[CH:3][CH:2]=1, predict the reactants needed to synthesize it. The reactants are: [NH:1]1[CH:6]=[CH:5][C:4](=[C:7]2[C:15](=[O:16])[C:14]3[CH2:13][CH2:12][CH2:11][CH2:10][C:9]=3[C:8]2=O)[CH:3]=[CH:2]1.O.[NH2:19][NH2:20]. (4) Given the product [CH2:1]([O:3][C:4]([C:6]1[C:11]([NH:12][C:15]2[CH:16]=[N:17][CH:18]=[N:19][CH:20]=2)=[CH:10][CH:9]=[C:8]([Cl:13])[N:7]=1)=[O:5])[CH3:2], predict the reactants needed to synthesize it. The reactants are: [CH2:1]([O:3][C:4]([C:6]1[C:11]([NH2:12])=[CH:10][CH:9]=[C:8]([Cl:13])[N:7]=1)=[O:5])[CH3:2].Br[C:15]1[CH:16]=[N:17][CH:18]=[N:19][CH:20]=1.C(=O)([O-])[O-].[K+].[K+].O.C1(P(C2C=CC=CC=2)C2C3OC4C(=CC=CC=4P(C4C=CC=CC=4)C4C=CC=CC=4)C(C)(C)C=3C=CC=2)C=CC=CC=1. (5) Given the product [CH3:37][C@:38]12[CH2:54][CH2:53][C:52](=[O:55])[CH2:51][CH:50]1[CH2:49][C:48](=[O:56])[C@@H:47]1[C@@H:39]2[CH2:40][C:41](=[O:77])[C@@:42]2([CH3:76])[C@H:46]1[CH2:45][CH2:44][C@@H:43]2[C@H:57]([CH3:75])[CH2:58][CH2:59][C:60]([O:62][CH2:63][CH2:64][C:65]([F:74])([F:73])[C:66]([F:71])([F:72])[S:67]([O-:70])(=[O:68])=[O:69])=[O:61].[CH2:2]([C:4]1([O:9][C:10](=[O:36])[CH2:11][O:12][C:13]([C:15]2[CH:16]=[CH:17][C:18]([O:34][CH3:35])=[C:19]([S+:21]3[C:22]4[CH:33]=[CH:32][CH:31]=[CH:30][C:23]=4[C:24]4[CH:29]=[CH:28][CH:27]=[CH:26][C:25]3=4)[CH:20]=2)=[O:14])[CH2:5][CH2:6][CH2:7][CH2:8]1)[CH3:3], predict the reactants needed to synthesize it. The reactants are: [I-].[CH2:2]([C:4]1([O:9][C:10](=[O:36])[CH2:11][O:12][C:13]([C:15]2[CH:16]=[CH:17][C:18]([O:34][CH3:35])=[C:19]([S+:21]3[C:25]4[CH:26]=[CH:27][CH:28]=[CH:29][C:24]=4[C:23]4[CH:30]=[CH:31][CH:32]=[CH:33][C:22]3=4)[CH:20]=2)=[O:14])[CH2:8][CH2:7][CH2:6][CH2:5]1)[CH3:3].[CH3:37][C@:38]12[CH2:54][CH2:53][C:52](=[O:55])[CH2:51][CH:50]1[CH2:49][C:48](=[O:56])[C@@H:47]1[C@@H:39]2[CH2:40][C:41](=[O:77])[C@@:42]2([CH3:76])[C@H:46]1[CH2:45][CH2:44][C@@H:43]2[C@H:57]([CH3:75])[CH2:58][CH2:59][C:60]([O:62][CH2:63][CH2:64][C:65]([F:74])([F:73])[C:66]([F:72])([F:71])[S:67]([O-:70])(=[O:69])=[O:68])=[O:61].[Na+].O.